Dataset: Forward reaction prediction with 1.9M reactions from USPTO patents (1976-2016). Task: Predict the product of the given reaction. (1) Given the reactants [CH2:1]([O:8][C:9]([N:11]1[CH2:22][CH2:21][N:20]([CH:23]([C:25]([O:27]CC)=[O:26])[CH3:24])[CH2:19][CH2:18][N:17]([C:30]([O:32][CH2:33][C:34]2[CH:39]=[CH:38][CH:37]=[CH:36][CH:35]=2)=[O:31])[CH2:16][CH2:15][N:14]([C:40]([O:42][CH2:43][C:44]2[CH:49]=[CH:48][CH:47]=[CH:46][CH:45]=2)=[O:41])[CH2:13][CH2:12]1)=[O:10])[C:2]1[CH:7]=[CH:6][CH:5]=[CH:4][CH:3]=1.[OH-].[Na+], predict the reaction product. The product is: [CH2:1]([O:8][C:9]([N:11]1[CH2:22][CH2:21][N:20]([CH:23]([C:25]([OH:27])=[O:26])[CH3:24])[CH2:19][CH2:18][N:17]([C:30]([O:32][CH2:33][C:34]2[CH:35]=[CH:36][CH:37]=[CH:38][CH:39]=2)=[O:31])[CH2:16][CH2:15][N:14]([C:40]([O:42][CH2:43][C:44]2[CH:45]=[CH:46][CH:47]=[CH:48][CH:49]=2)=[O:41])[CH2:13][CH2:12]1)=[O:10])[C:2]1[CH:7]=[CH:6][CH:5]=[CH:4][CH:3]=1. (2) Given the reactants [NH2:1][C@H:2]([CH2:4][OH:5])[CH3:3].FC(F)(F)C(O)=O.[C:13]([C:15]1[CH:16]=[C:17]([C:25]2[O:29][N:28]=[C:27]([C:30]3[CH:44]=[CH:43][C:33]4[CH2:34][CH2:35][N:36]([CH2:39][C:40](O)=[O:41])[CH2:37][CH2:38][C:32]=4[C:31]=3[CH3:45])[N:26]=2)[CH:18]=[CH:19][C:20]=1[O:21][CH:22]([CH3:24])[CH3:23])#[N:14].CCN(C(C)C)C(C)C.CN(C(ON1N=NC2C=CC=NC1=2)=[N+](C)C)C.F[P-](F)(F)(F)(F)F, predict the reaction product. The product is: [C:13]([C:15]1[CH:16]=[C:17]([C:25]2[O:29][N:28]=[C:27]([C:30]3[CH:44]=[CH:43][C:33]4[CH2:34][CH2:35][N:36]([CH2:39][C:40]([NH:1][C@@H:2]([CH3:3])[CH2:4][OH:5])=[O:41])[CH2:37][CH2:38][C:32]=4[C:31]=3[CH3:45])[N:26]=2)[CH:18]=[CH:19][C:20]=1[O:21][CH:22]([CH3:24])[CH3:23])#[N:14].